Dataset: Reaction yield outcomes from USPTO patents with 853,638 reactions. Task: Predict the reaction yield, written as a fraction of the theoretical maximum amount of product (1.0 means a 100% yield; for example, 0.34 means a 34% yield). (1) The reactants are [C:1]([OH:10])(=[O:9])/[CH:2]=[CH:3]\[CH:4]=[CH:5]\[C:6]([OH:8])=[O:7].II. The catalyst is C(#N)C. The product is [C:1]([OH:10])(=[O:9])/[CH:2]=[CH:3]/[CH:4]=[CH:5]/[C:6]([OH:8])=[O:7]. The yield is 0.800. (2) The reactants are [NH:1]1[CH2:5][CH2:4][CH2:3][CH2:2]1.[CH:6]12[O:12][CH:7]1[CH2:8][CH2:9][CH2:10][CH2:11]2. The catalyst is O. The product is [N:1]1([C@H:6]2[CH2:11][CH2:10][CH2:9][CH2:8][C@@H:7]2[OH:12])[CH2:5][CH2:4][CH2:3][CH2:2]1. The yield is 0.870. (3) The reactants are [C:1]1([OH:7])[CH:6]=[CH:5][CH:4]=[CH:3][CH:2]=1.[H-].[Na+].[CH3:10][C:11]1[CH:19]=[CH:18][CH:17]=[CH:16][C:12]=1[C:13](Cl)=[O:14].O. The catalyst is C1COCC1. The product is [CH3:10][C:11]1[CH:19]=[CH:18][CH:17]=[CH:16][C:12]=1[C:13]([O:7][C:1]1[CH:6]=[CH:5][CH:4]=[CH:3][CH:2]=1)=[O:14]. The yield is 0.640. (4) The yield is 0.235. The reactants are [CH3:1][C:2]1[N:7]=[CH:6][C:5]([C:8]2[CH:9]=[CH:10][C:11]3[N:17]4[CH2:18][C@H:14]([CH2:15][CH2:16]4)[NH:13][C:12]=3[N:19]=2)=[CH:4][CH:3]=1.C(N(CC)CC)C.ClC(Cl)(O[C:31](=[O:37])OC(Cl)(Cl)Cl)Cl.[F:39][C:40]1[CH:49]=[CH:48][C:43]2[N:44]=[C:45]([NH2:47])[S:46][C:42]=2[CH:41]=1. The catalyst is O1CCCC1. The product is [F:39][C:40]1[CH:49]=[CH:48][C:43]2[N:44]=[C:45]([NH:47][C:31]([N:13]3[C@@H:14]4[CH2:18][N:17]([CH2:16][CH2:15]4)[C:11]4[CH:10]=[CH:9][C:8]([C:5]5[CH:6]=[N:7][C:2]([CH3:1])=[CH:3][CH:4]=5)=[N:19][C:12]3=4)=[O:37])[S:46][C:42]=2[CH:41]=1. (5) The reactants are [F:1][C:2]1[C:7]2[NH:8][CH:9]=[N:10][C:6]=2[CH:5]=[C:4]([C:11]([OH:13])=O)[C:3]=1[NH:14][C:15]1[CH:20]=[CH:19][C:18]([Br:21])=[CH:17][C:16]=1[CH3:22].CCN(C(C)C)C(C)C.C1CN([P+](ON2N=NC3C=[CH:53][CH:54]=[CH:55][C:50]2=3)(N2CCCC2)N2CCCC2)CC1.F[P-](F)(F)(F)(F)F.Cl.C1([N:69](C)[OH:70])CC1. The catalyst is C1COCC1.C(Cl)Cl. The product is [CH:54]1([CH2:53][O:70][NH:69][C:11]([C:4]2[C:3]([NH:14][C:15]3[CH:20]=[CH:19][C:18]([Br:21])=[CH:17][C:16]=3[CH3:22])=[C:2]([F:1])[C:7]3[NH:8][CH:9]=[N:10][C:6]=3[CH:5]=2)=[O:13])[CH2:55][CH2:50]1. The yield is 0.450.